This data is from Full USPTO retrosynthesis dataset with 1.9M reactions from patents (1976-2016). The task is: Predict the reactants needed to synthesize the given product. (1) Given the product [Cl:4][C:5]1[CH:10]=[CH:9][C:8]([C@H:11]2[C:15]3[N:16]([CH:25]([CH3:26])[CH3:27])[C:17]([C:19]4[CH2:20][CH2:21][O:22][CH2:23][CH:24]=4)=[N:18][C:14]=3[C:13](=[O:28])[N:12]2[C:29]2[CH:30]=[C:31]([O:39][CH3:40])[C:32]3[N:36]=[N:35][N:34]([CH3:37])[C:33]=3[CH:38]=2)=[CH:7][CH:6]=1, predict the reactants needed to synthesize it. The reactants are: C(=O)=O.[Cl:4][C:5]1[CH:10]=[CH:9][C:8]([CH:11]2[C:15]3[N:16]([CH:25]([CH3:27])[CH3:26])[C:17]([C:19]4[CH2:20][CH2:21][O:22][CH2:23][CH:24]=4)=[N:18][C:14]=3[C:13](=[O:28])[N:12]2[C:29]2[CH:30]=[C:31]([O:39][CH3:40])[C:32]3[N:36]=[N:35][N:34]([CH3:37])[C:33]=3[CH:38]=2)=[CH:7][CH:6]=1. (2) The reactants are: [Cl:1][C:2]1[CH:18]=[CH:17][C:5]2[CH2:6][CH2:7][N:8](C(=O)C(F)(F)F)[CH2:9][CH2:10][C:4]=2[C:3]=1OS(C(F)(F)F)(=O)=O.C(P(C(C)(C)C)C1C=CC=CC=1C1C=CC=CC=1)(C)(C)C.P([O-])([O-])([O-])=O.[K+].[K+].[K+].[CH3:56][C:57]1[O:63][C:60]([CH2:61][NH2:62])=[CH:59][CH:58]=1. Given the product [ClH:1].[Cl:1][C:2]1[CH:18]=[CH:17][C:5]2[CH2:6][CH2:7][NH:8][CH2:9][CH2:10][C:4]=2[C:3]=1[NH:62][CH2:61][C:60]1[O:63][C:57]([CH3:56])=[CH:58][CH:59]=1, predict the reactants needed to synthesize it. (3) Given the product [OH:9][CH2:8][C:5]1[CH:6]=[CH:7][C:2]([NH:1][CH:14]=[C:15]([C:16]([O:18][CH2:19][CH3:20])=[O:17])[C:21]([O:23][CH2:24][CH3:25])=[O:22])=[C:3]([I:10])[CH:4]=1, predict the reactants needed to synthesize it. The reactants are: [NH2:1][C:2]1[CH:7]=[CH:6][C:5]([CH2:8][OH:9])=[CH:4][C:3]=1[I:10].C(O[CH:14]=[C:15]([C:21]([O:23][CH2:24][CH3:25])=[O:22])[C:16]([O:18][CH2:19][CH3:20])=[O:17])C. (4) Given the product [OH:28][C@:18]12[CH2:19][C:20](=[O:51])[CH2:21][CH2:22][C@:23]1([CH3:24])[C@@H:25]1[C@H:15]([C@H:6]3[C@@:4]([CH2:27][CH2:26]1)([CH3:5])[C:3](=[O:12])[CH2:8][CH2:7]3)[CH2:16]/[C:17]/2=[N:29]\[OH:30], predict the reactants needed to synthesize it. The reactants are: C1CO[C:8]23OCC[O:12][C:3]2([C@:4]2([CH2:27][CH2:26][C@H:25]4[C@@H:15]([CH2:16]/[C:17](=[N:29]\[OH:30])/[C@:18]5([OH:28])[C@:23]4([CH3:24])[CH2:22][CH2:21][CH2:20][CH2:19]5)[C@@H:6]2[CH2:7]3)[CH3:5])O1.C([C@@H]1C2[C@](C)(CCC(=[O:51])C2)[C@@H]2[C@H]([C@H]3[C@@](CC2)(C)C(=O)CC3)C1)#N. (5) Given the product [C:51]([C:50](=[P:37]([C:38]1[CH:43]=[CH:42][CH:41]=[CH:40][CH:39]=1)([C:31]1[CH:32]=[CH:33][CH:34]=[CH:35][CH:36]=1)[C:44]1[CH:49]=[CH:48][CH:47]=[CH:46][CH:45]=1)[C:17]([C@@H:16]([NH:15][C:13](=[O:14])[O:12][CH2:11][C:7]1([CH2:6][C:5]2[CH:4]=[CH:3][C:2]([F:1])=[CH:26][CH:25]=2)[CH2:10][CH2:9][CH2:8]1)[CH2:21][CH2:22][CH2:23][CH3:24])=[O:19])#[N:52], predict the reactants needed to synthesize it. The reactants are: [F:1][C:2]1[CH:26]=[CH:25][C:5]([CH2:6][C:7]2([CH2:11][O:12][C:13]([NH:15][C@@H:16]([CH2:21][CH2:22][CH2:23][CH3:24])[C:17]([O:19]C)=O)=[O:14])[CH2:10][CH2:9][CH2:8]2)=[CH:4][CH:3]=1.O.[OH-].[Li+].Cl.[C:31]1([P:37](=[CH:50][C:51]#[N:52])([C:44]2[CH:49]=[CH:48][CH:47]=[CH:46][CH:45]=2)[C:38]2[CH:43]=[CH:42][CH:41]=[CH:40][CH:39]=2)[CH:36]=[CH:35][CH:34]=[CH:33][CH:32]=1.Cl.CN(C)CCCN=C=NCC. (6) Given the product [NH:7]1[C:11]2[CH:12]=[CH:13][CH:14]=[CH:15][C:10]=2[N:9]=[C:8]1[C:16]([C:18]1[CH:23]=[CH:22][C:21]([O:24][C:26]2[C:31]([C@H:32]3[CH2:36][CH2:35][C@@:34]([OH:37])([C:38]([F:40])([F:41])[F:39])[CH2:33]3)=[CH:30][CH:29]=[CH:28][N:27]=2)=[CH:20][CH:19]=1)=[O:17], predict the reactants needed to synthesize it. The reactants are: C(=O)([O-])[O-].[Cs+].[Cs+].[NH:7]1[C:11]2[CH:12]=[CH:13][CH:14]=[CH:15][C:10]=2[N:9]=[C:8]1[C:16]([C:18]1[CH:23]=[CH:22][C:21]([OH:24])=[CH:20][CH:19]=1)=[O:17].F[C:26]1[C:31]([CH:32]2[CH2:36][CH2:35][C:34]([C:38]([F:41])([F:40])[F:39])([OH:37])[CH2:33]2)=[CH:30][CH:29]=[CH:28][N:27]=1.CN1C(=O)CCC1. (7) Given the product [CH2:45]([O:47][C:48](=[O:53])[CH2:49][NH:50][C:51]([N:31]1[C:21]2[N:22]=[C:23]([N:25]3[CH2:30][CH2:29][O:28][CH2:27][CH2:26]3)[N:24]=[C:19]([C:16]3[CH:15]=[N:14][C:13]([N:12]([CH2:11][C:10]4[CH:9]=[CH:8][C:7]([O:6][CH3:5])=[CH:44][CH:43]=4)[CH2:34][C:35]4[CH:36]=[CH:37][C:38]([O:41][CH3:42])=[CH:39][CH:40]=4)=[N:18][CH:17]=3)[C:20]=2[CH2:33][CH2:32]1)=[O:52])[CH3:46], predict the reactants needed to synthesize it. The reactants are: ClC(Cl)C.[CH3:5][O:6][C:7]1[CH:44]=[CH:43][C:10]([CH2:11][N:12]([CH2:34][C:35]2[CH:40]=[CH:39][C:38]([O:41][CH3:42])=[CH:37][CH:36]=2)[C:13]2[N:18]=[CH:17][C:16]([C:19]3[C:20]4[CH2:33][CH2:32][NH:31][C:21]=4[N:22]=[C:23]([N:25]4[CH2:30][CH2:29][O:28][CH2:27][CH2:26]4)[N:24]=3)=[CH:15][N:14]=2)=[CH:9][CH:8]=1.[CH2:45]([O:47][C:48](=[O:53])[CH2:49][N:50]=[C:51]=[O:52])[CH3:46].[Cl-].[NH4+]. (8) Given the product [F:62][C:37]([F:36])([F:61])[C:38]1[CH:39]=[CH:40][C:41]([O:44][C:45]2[CH:46]=[CH:47][C:48]([O:51][C:52]([N:54]3[CH2:59][CH2:58][CH:57]([S:32][C:33]#[N:34])[CH2:56][CH2:55]3)=[O:53])=[CH:49][CH:50]=2)=[N:42][CH:43]=1, predict the reactants needed to synthesize it. The reactants are: N(C(OCC)=O)=NC(OCC)=O.C1(P(C2C=CC=CC=2)C2C=CC=CC=2)C=CC=CC=1.[S-:32][C:33]#[N:34].[NH4+].[F:36][C:37]([F:62])([F:61])[C:38]1[CH:39]=[CH:40][C:41]([O:44][C:45]2[CH:50]=[CH:49][C:48]([O:51][C:52]([N:54]3[CH2:59][CH2:58][CH:57](O)[CH2:56][CH2:55]3)=[O:53])=[CH:47][CH:46]=2)=[N:42][CH:43]=1. (9) Given the product [Br-:1].[C:10]1([C:13]2[CH:18]=[CH:17][CH:16]=[CH:15][CH:14]=2)[CH:11]=[CH:12][C:7]([CH2:6][CH2:5][CH2:4][CH2:3][CH2:2][N+:19]2[CH:24]=[CH:23][CH:22]=[CH:21][CH:20]=2)=[CH:8][CH:9]=1, predict the reactants needed to synthesize it. The reactants are: [Br:1][CH2:2][CH2:3][CH2:4][CH2:5][CH2:6][C:7]1[CH:12]=[CH:11][C:10]([C:13]2[CH:18]=[CH:17][CH:16]=[CH:15][CH:14]=2)=[CH:9][CH:8]=1.[N:19]1[CH:24]=[CH:23][CH:22]=[CH:21][CH:20]=1. (10) Given the product [NH:6]1[C:14]2[C:9](=[CH:10][CH:11]=[CH:12][CH:13]=2)[C:8]2([CH2:4][CH2:3][CH2:2][CH2:1]2)[C:7]1=[O:15], predict the reactants needed to synthesize it. The reactants are: [CH2:1]([Li])[CH2:2][CH2:3][CH3:4].[NH:6]1[C:14]2[C:9](=[CH:10][CH:11]=[CH:12][CH:13]=2)[CH2:8][C:7]1=[O:15].CN(CCN(C)C)C.ICCCCI.[Cl-].[NH4+].